This data is from Forward reaction prediction with 1.9M reactions from USPTO patents (1976-2016). The task is: Predict the product of the given reaction. (1) Given the reactants [CH3:1][O:2][C:3]1[CH:8]=[CH:7][C:6]([CH3:9])=[CH:5][C:4]=1[CH:10]([C:15]1[CH:20]=[CH:19][CH:18]=[CH:17][CH:16]=1)[CH2:11][C:12]([OH:14])=O.[NH2:21][CH2:22][C:23]([NH:25][CH:26]1[CH:31]2[CH:27]1[CH2:28][N:29]([CH2:32][C:33]1[CH:38]=[CH:37][CH:36]=[CH:35][CH:34]=1)[CH2:30]2)=[O:24].C(OC(C(N)C(O)=O)=O)(C)(C)C.C(N1CC2C(C2N)C1)C1C=CC=CC=1.CN1CCOCC1.ON1C2C=CC=CC=2N=N1, predict the reaction product. The product is: [CH2:32]([N:29]1[CH2:28][CH:27]2[CH:31]([CH:26]2[NH:25][C:23]([CH2:22][NH:21][C:12](=[O:14])[CH2:11][CH:10]([C:4]2[CH:5]=[C:6]([CH3:9])[CH:7]=[CH:8][C:3]=2[O:2][CH3:1])[C:15]2[CH:20]=[CH:19][CH:18]=[CH:17][CH:16]=2)=[O:24])[CH2:30]1)[C:33]1[CH:34]=[CH:35][CH:36]=[CH:37][CH:38]=1. (2) Given the reactants O.[I-].[I:3][C:4]1[CH:5]=[C+:6][C:7]2[NH:8][C:9]3[C:14]([Se:15][C:16]=2[CH:17]=1)=[CH:13][C:12](I)=[CH:11][CH:10]=3.[I-].C(N([C:27]1[CH:28]=[CH:29][C:30]2[NH:31][C:32]3[C:37]([SeH+]C=2[CH:40]=1)=[CH:36][C:35](N(CCC)CCC)=[CH:34]C=3)CCC)CC.C(N(CC)CC)C.[CH2:55]([NH:60][CH2:61][CH2:62][CH2:63][CH2:64][CH3:65])[CH2:56][CH2:57][CH2:58][CH3:59], predict the reaction product. The product is: [I-:3].[CH2:61]([N:60]([C:4]1[CH:5]=[CH:6][C:7]2[NH:8][C:9]3[C:14]([SeH+:15][C:16]=2[CH:17]=1)=[CH:13][C:12]([N:31]([CH2:30][CH2:29][CH2:28][CH2:27][CH3:40])[CH2:32][CH2:37][CH2:36][CH2:35][CH3:34])=[CH:11][CH:10]=3)[CH2:55][CH2:56][CH2:57][CH2:58][CH3:59])[CH2:62][CH2:63][CH2:64][CH3:65]. (3) Given the reactants C(C1C=CC2OCC(=O)NC=2C=1)(=O)C.COC(OC)N(C)C.CN(C)[CH:25]=[CH:26][C:27]([C:29]1[CH:30]=[CH:31][C:32]2[O:37][CH2:36][C:35](=[O:38])[NH:34][C:33]=2[CH:39]=1)=O.[C:41]1([NH:47][NH2:48])[CH:46]=[CH:45][CH:44]=[CH:43][CH:42]=1, predict the reaction product. The product is: [C:41]1([N:47]2[CH:25]=[CH:26][C:27]([C:29]3[CH:30]=[CH:31][C:32]4[O:37][CH2:36][C:35](=[O:38])[NH:34][C:33]=4[CH:39]=3)=[N:48]2)[CH:46]=[CH:45][CH:44]=[CH:43][CH:42]=1. (4) The product is: [Cl:33][CH2:34][C:35]([O:1][CH:2]([C:10]([F:13])([F:11])[F:12])[C:3]([F:8])([F:9])[S:4]([O-:7])(=[O:6])=[O:5])=[O:36].[C:27]1([S+:20]([C:14]2[CH:15]=[CH:16][CH:17]=[CH:18][CH:19]=2)[C:21]2[CH:26]=[CH:25][CH:24]=[CH:23][CH:22]=2)[CH:28]=[CH:29][CH:30]=[CH:31][CH:32]=1. Given the reactants [OH:1][CH:2]([C:10]([F:13])([F:12])[F:11])[C:3]([F:9])([F:8])[S:4]([O-:7])(=[O:6])=[O:5].[C:14]1([S+:20]([C:27]2[CH:32]=[CH:31][CH:30]=[CH:29][CH:28]=2)[C:21]2[CH:26]=[CH:25][CH:24]=[CH:23][CH:22]=2)[CH:19]=[CH:18][CH:17]=[CH:16][CH:15]=1.[Cl:33][CH2:34][C:35](Cl)=[O:36].N1C=CC=CC=1, predict the reaction product. (5) The product is: [Cl:1][C:2]1[CH:22]=[C:21]([S:23]([CH3:26])(=[O:24])=[O:25])[CH:20]=[CH:19][C:3]=1[C:4]([N:6]([CH3:27])[C:7]1[CH:8]=[CH:9][C:10]([C:13]2[N:14]=[C:15]([CH3:18])[S:16][CH:17]=2)=[CH:11][CH:12]=1)=[O:5]. Given the reactants [Cl:1][C:2]1[CH:22]=[C:21]([S:23]([CH3:26])(=[O:25])=[O:24])[CH:20]=[CH:19][C:3]=1[C:4]([NH:6][C:7]1[CH:12]=[CH:11][C:10]([C:13]2[N:14]=[C:15]([CH3:18])[S:16][CH:17]=2)=[CH:9][CH:8]=1)=[O:5].[C:27](O[K])(C)(C)C.CI, predict the reaction product. (6) Given the reactants Br[C:2]1[N:10]=[CH:9][N:8]=[C:7]2[C:3]=1[N:4]=[CH:5][NH:6]2.[NH2:11][CH:12]([C:14]1[N:15]=[C:16]2[S:29][CH:28]=[C:27]([CH3:30])[N:17]2[C:18](=[O:26])[C:19]=1[C:20]1[CH:25]=[CH:24][CH:23]=[CH:22][N:21]=1)[CH3:13].C(N(CC)C(C)C)(C)C, predict the reaction product. The product is: [CH3:30][C:27]1[N:17]2[C:18](=[O:26])[C:19]([C:20]3[CH:25]=[CH:24][CH:23]=[CH:22][N:21]=3)=[C:14]([CH:12]([NH:11][C:2]3[N:10]=[CH:9][N:8]=[C:7]4[C:3]=3[N:4]=[CH:5][NH:6]4)[CH3:13])[N:15]=[C:16]2[S:29][CH:28]=1.